From a dataset of Reaction yield outcomes from USPTO patents with 853,638 reactions. Predict the reaction yield, written as a fraction of the theoretical maximum amount of product (1.0 means a 100% yield; for example, 0.34 means a 34% yield). The reactants are C[O:2][C:3]1[CH:4]=[C:5]([N:12]2[CH2:17][CH2:16][O:15][CH2:14][CH2:13]2)[CH:6]=[C:7]([N+:9]([O-:11])=[O:10])[CH:8]=1.N. The catalyst is Br. The product is [N:12]1([C:5]2[CH:4]=[C:3]([OH:2])[CH:8]=[C:7]([N+:9]([O-:11])=[O:10])[CH:6]=2)[CH2:17][CH2:16][O:15][CH2:14][CH2:13]1. The yield is 0.770.